This data is from Full USPTO retrosynthesis dataset with 1.9M reactions from patents (1976-2016). The task is: Predict the reactants needed to synthesize the given product. (1) Given the product [CH2:1]([O:3][C:4](=[O:30])[CH2:5][CH2:6][S:7][C:8]1[S:12][C:11]([NH:13][C:14]([N:16]([CH:17]2[CH2:22][CH2:21][N:20]([C:33](=[O:34])[N:32]([CH3:36])[CH3:31])[CH2:19][CH2:18]2)[C@H:23]2[CH2:28][CH2:27][C@H:26]([CH3:29])[CH2:25][CH2:24]2)=[O:15])=[N:10][CH:9]=1)[CH3:2].[CH3:31][N:32]([CH3:36])[C:33]([N:20]1[CH2:19][CH2:18][CH:17]([N:16]([C@H:23]2[CH2:28][CH2:27][C@H:26]([CH3:29])[CH2:25][CH2:24]2)[C:14](=[O:15])[NH:13][C:11]2[S:12][C:8]([S:7][CH2:6][CH2:5][C:4]([OH:3])=[O:30])=[CH:9][N:10]=2)[CH2:22][CH2:21]1)=[O:34], predict the reactants needed to synthesize it. The reactants are: [CH2:1]([O:3][C:4](=[O:30])[CH2:5][CH2:6][S:7][C:8]1[S:12][C:11]([NH:13][C:14]([N:16]([C@H:23]2[CH2:28][CH2:27][C@H:26]([CH3:29])[CH2:25][CH2:24]2)[CH:17]2[CH2:22][CH2:21][NH:20][CH2:19][CH2:18]2)=[O:15])=[N:10][CH:9]=1)[CH3:2].[CH3:31][N:32]([CH3:36])[C:33](Cl)=[O:34]. (2) The reactants are: Br[C:2]1[CH:7]=[C:6]([S:8]([CH3:11])(=[O:10])=[O:9])[CH:5]=[C:4]([O:12][CH2:13][C:14]2[CH:19]=[CH:18][C:17]([O:20][CH3:21])=[CH:16][CH:15]=2)[CH:3]=1.[CH3:22][N:23]1[CH:28]=[C:27](B2OC(C)(C)C(C)(C)O2)[CH:26]=[C:25]([CH3:38])[C:24]1=[O:39].[O-]P([O-])([O-])=O.[K+].[K+].[K+]. Given the product [CH3:21][O:20][C:17]1[CH:18]=[CH:19][C:14]([CH2:13][O:12][C:4]2[CH:3]=[C:2]([C:27]3[CH:26]=[C:25]([CH3:38])[C:24](=[O:39])[N:23]([CH3:22])[CH:28]=3)[CH:7]=[C:6]([S:8]([CH3:11])(=[O:10])=[O:9])[CH:5]=2)=[CH:15][CH:16]=1, predict the reactants needed to synthesize it. (3) Given the product [NH2:35][C@@H:27]([CH2:28][C:29]1[CH:34]=[CH:33][CH:32]=[CH:31][CH:30]=1)[C:26]([N:20]1[CH2:19][CH2:18][C:17]2[C:22](=[CH:23][CH:24]=[CH:25][C:16]=2[NH:15][C:13](=[O:14])[CH2:12][C:4]2[CH:5]=[CH:6][C:7]([C:8]([F:9])([F:11])[F:10])=[C:2]([F:1])[CH:3]=2)[CH2:21]1)=[O:43], predict the reactants needed to synthesize it. The reactants are: [F:1][C:2]1[CH:3]=[C:4]([CH2:12][C:13]([NH:15][C:16]2[CH:25]=[CH:24][CH:23]=[C:22]3[C:17]=2[CH2:18][CH2:19][N:20]([C:26](=[O:43])[C@@H:27]([NH:35]C(=O)OC(C)(C)C)[CH2:28][C:29]2[CH:34]=[CH:33][CH:32]=[CH:31][CH:30]=2)[CH2:21]3)=[O:14])[CH:5]=[CH:6][C:7]=1[C:8]([F:11])([F:10])[F:9].Cl.